This data is from Reaction yield outcomes from USPTO patents with 853,638 reactions. The task is: Predict the reaction yield, written as a fraction of the theoretical maximum amount of product (1.0 means a 100% yield; for example, 0.34 means a 34% yield). (1) The reactants are [CH2:1]([N:5]1[C:9](=[O:10])[C:8](Cl)=[C:7]([C:12]2[CH:17]=[CH:16][CH:15]=[CH:14][CH:13]=2)[S:6]1(=[O:19])=[O:18])[CH2:2][CH2:3][CH3:4].[NH:20]1[C:28]2[C:23](=[CH:24][C:25]([NH2:29])=[CH:26][CH:27]=2)[CH:22]=[CH:21]1. The catalyst is CN(C=O)C. The product is [CH2:1]([N:5]1[C:9](=[O:10])[C:8]([NH:29][C:25]2[CH:24]=[C:23]3[C:28](=[CH:27][CH:26]=2)[NH:20][CH:21]=[CH:22]3)=[C:7]([C:12]2[CH:17]=[CH:16][CH:15]=[CH:14][CH:13]=2)[S:6]1(=[O:19])=[O:18])[CH2:2][CH2:3][CH3:4]. The yield is 0.965. (2) The reactants are [C:1]([O:5][C:6]([N:8]1[CH2:13][CH2:12][N:11](C2C(=O)N(CC(C)C)N=C(C3C=CC(C)=C(F)C=3)C=2C)[CH2:10][CH2:9]1)=[O:7])([CH3:4])([CH3:3])[CH3:2].[F:34][C:35]1[CH:36]=[C:37]([C:43]2[CH:44]=[C:45]([CH2:60]OS(C)(=O)=O)[C:46](=[O:59])[N:47]([CH2:49][CH2:50][CH2:51][C:52]3[CH:57]=[CH:56][C:55]([F:58])=[CH:54][CH:53]=3)[N:48]=2)[CH:38]=[CH:39][C:40]=1[O:41][CH3:42].N1(C(OC(C)(C)C)=O)CCNCC1. No catalyst specified. The product is [C:1]([O:5][C:6]([N:8]1[CH2:13][CH2:12][N:11]([CH2:60][C:45]2[C:46](=[O:59])[N:47]([CH2:49][CH2:50][CH2:51][C:52]3[CH:53]=[CH:54][C:55]([F:58])=[CH:56][CH:57]=3)[N:48]=[C:43]([C:37]3[CH:38]=[CH:39][C:40]([O:41][CH3:42])=[C:35]([F:34])[CH:36]=3)[CH:44]=2)[CH2:10][CH2:9]1)=[O:7])([CH3:4])([CH3:2])[CH3:3]. The yield is 0.726. (3) The reactants are [OH:1][CH2:2][C:3]1[CH:12]=[CH:11][C:6]([C:7]([O:9][CH3:10])=[O:8])=[CH:5][N:4]=1.[H-].[Na+].Br[CH2:16][C:17]([O:19][CH2:20][CH3:21])=[O:18]. The catalyst is O1CCCC1. The product is [CH2:20]([O:19][C:17](=[O:18])[CH2:16][O:1][CH2:2][C:3]1[CH:12]=[CH:11][C:6]([C:7]([O:9][CH3:10])=[O:8])=[CH:5][N:4]=1)[CH3:21]. The yield is 0.531. (4) The product is [Br:14][C:8]1[CH:9]=[C:10]([N+:11]([O-:13])=[O:12])[C:2]([CH3:1])=[C:3]([CH:7]=1)[C:4]([OH:6])=[O:5]. The yield is 0.990. The reactants are [CH3:1][C:2]1[C:10]([N+:11]([O-:13])=[O:12])=[CH:9][CH:8]=[CH:7][C:3]=1[C:4]([OH:6])=[O:5].[Br:14]N1C(C)(C)C(=O)N(Br)C1=O. The catalyst is S(=O)(=O)(O)O. (5) The reactants are [I:1][C:2]1[CH:8]=[CH:7][CH:6]=[CH:5][C:3]=1[NH2:4].[CH2:9]([O:11][C:12](=[O:23])[C:13](=[CH:19]OCC)[C:14]([O:16][CH2:17][CH3:18])=[O:15])[CH3:10]. The catalyst is ClCCl. The product is [CH2:9]([O:11][C:12](=[O:23])[C:13](=[CH:19][NH:4][C:3]1[CH:5]=[CH:6][CH:7]=[CH:8][C:2]=1[I:1])[C:14]([O:16][CH2:17][CH3:18])=[O:15])[CH3:10]. The yield is 0.916. (6) The reactants are C([O:5][C:6]([N:8]1[CH2:13][CH:12]=[C:11]([C:14]2[CH:19]=[CH:18][C:17]([N+:20]([O-])=O)=[CH:16][CH:15]=2)[CH2:10][CH2:9]1)=O)(C)(C)C.[CH3:23]CN(CC)CC.C(OC(=O)C)(=O)C. The catalyst is C(Cl)Cl.C(O)(C(F)(F)F)=O. The product is [NH2:20][C:17]1[CH:18]=[CH:19][C:14]([CH:11]2[CH2:12][CH2:13][N:8]([C:6](=[O:5])[CH3:23])[CH2:9][CH2:10]2)=[CH:15][CH:16]=1. The yield is 0.650. (7) The reactants are Cl.Cl.[CH3:3][C@H:4]1[CH2:9][NH:8][CH2:7][CH2:6][N:5]1[CH:10]1[C:18]2[C:13](=[CH:14][CH:15]=[C:16]([C:19]([F:22])([F:21])[F:20])[CH:17]=2)[CH2:12][CH2:11]1.O=[C:24]1[CH2:29][CH2:28][N:27]([C:30]([O:32][C:33]([CH3:36])([CH3:35])[CH3:34])=[O:31])[CH2:26][CH2:25]1.[C-:37]#[N:38].C([Al+]CC)C. The catalyst is ClCCl.CC(C)[O-].CC(C)[O-].CC(C)[O-].CC(C)[O-].[Ti+4]. The product is [C:37]([C:24]1([N:8]2[CH2:7][CH2:6][N:5]([CH:10]3[C:18]4[C:13](=[CH:14][CH:15]=[C:16]([C:19]([F:22])([F:20])[F:21])[CH:17]=4)[CH2:12][CH2:11]3)[C@@H:4]([CH3:3])[CH2:9]2)[CH2:29][CH2:28][N:27]([C:30]([O:32][C:33]([CH3:36])([CH3:35])[CH3:34])=[O:31])[CH2:26][CH2:25]1)#[N:38]. The yield is 0.980. (8) The reactants are [Cl:1][C:2]1[CH:7]=[C:6](/[CH:8]=[CH:9]/[CH:10]([C:15]2[CH:20]=[C:19]([Cl:21])[CH:18]=[C:17]([Cl:22])[CH:16]=2)[C:11]([F:14])([F:13])[F:12])[CH:5]=[CH:4][C:3]=1[CH2:23][NH2:24].C1C=CC2N([OH:34])N=NC=2C=1.CCN=C=NC[CH2:41][CH2:42]N(C)C.Cl.CCN(C(C)C)C(C)C. The catalyst is CN(C=O)C.O. The product is [Cl:1][C:2]1[CH:7]=[C:6](/[CH:8]=[CH:9]/[CH:10]([C:15]2[CH:16]=[C:17]([Cl:22])[CH:18]=[C:19]([Cl:21])[CH:20]=2)[C:11]([F:13])([F:14])[F:12])[CH:5]=[CH:4][C:3]=1[CH2:23][NH:24][C:41](=[O:34])[CH3:42]. The yield is 0.600. (9) The reactants are [CH3:1][O:2][C:3]([C:5]1([CH3:26])[O:10][CH2:9][CH:8]([CH2:11][CH2:12][CH2:13][CH2:14][O:15][N:16]=[C:17]([C:19]2[CH:24]=[CH:23][C:22]([OH:25])=[CH:21][CH:20]=2)[CH3:18])[CH2:7][O:6]1)=[O:4].C(N(CC)CC)C.[CH3:34][S:35](Cl)(=[O:37])=[O:36]. The catalyst is ClCCl. The product is [CH3:1][O:2][C:3]([C:5]1([CH3:26])[O:10][CH2:9][CH:8]([CH2:11][CH2:12][CH2:13][CH2:14][O:15][N:16]=[C:17]([C:19]2[CH:20]=[CH:21][C:22]([O:25][S:35]([CH3:34])(=[O:37])=[O:36])=[CH:23][CH:24]=2)[CH3:18])[CH2:7][O:6]1)=[O:4]. The yield is 0.830.